Dataset: Full USPTO retrosynthesis dataset with 1.9M reactions from patents (1976-2016). Task: Predict the reactants needed to synthesize the given product. (1) The reactants are: [F:1][C:2]1[C:10]([N+:11]([O-])=O)=[CH:9][CH:8]=[C:7]2[C:3]=1[CH2:4][CH2:5][N:6]2[C:14](=[O:16])[CH3:15].C1COCC1.[H][H]. Given the product [NH2:11][C:10]1[C:2]([F:1])=[C:3]2[C:7](=[CH:8][CH:9]=1)[N:6]([C:14](=[O:16])[CH3:15])[CH2:5][CH2:4]2, predict the reactants needed to synthesize it. (2) Given the product [OH:19][C@@H:11]([CH2:12][C@@H:13]([OH:18])[CH2:14][C:15]([NH:42][CH2:43][CH2:44][NH:45][C:46](=[O:66])[CH2:47][CH2:48][CH2:49]/[CH:50]=[CH:51]\[CH2:52]/[CH:53]=[CH:54]\[CH2:55]/[CH:56]=[CH:57]\[CH2:58]/[CH:59]=[CH:60]\[CH2:61]/[CH:62]=[CH:63]\[CH2:64][CH3:65])=[O:16])[CH2:10][CH2:9][N:8]1[C:7]([C:20]2[CH:25]=[CH:24][C:23]([F:26])=[CH:22][CH:21]=2)=[C:6]([C:27]2[CH:28]=[CH:29][CH:30]=[CH:31][CH:32]=2)[C:5]([C:33]([NH:35][C:36]2[CH:37]=[CH:38][CH:39]=[CH:40][CH:41]=2)=[O:34])=[C:4]1[CH:2]([CH3:3])[CH3:1], predict the reactants needed to synthesize it. The reactants are: [CH3:1][CH:2]([C:4]1[N:8]([CH2:9][CH2:10][C@@H:11]([OH:19])[CH2:12][C@@H:13]([OH:18])[CH2:14][C:15](O)=[O:16])[C:7]([C:20]2[CH:21]=[CH:22][C:23]([F:26])=[CH:24][CH:25]=2)=[C:6]([C:27]2[CH:28]=[CH:29][CH:30]=[CH:31][CH:32]=2)[C:5]=1[C:33]([NH:35][C:36]1[CH:37]=[CH:38][CH:39]=[CH:40][CH:41]=1)=[O:34])[CH3:3].[NH2:42][CH2:43][CH2:44][NH:45][C:46](=[O:66])[CH2:47][CH2:48][CH2:49]/[CH:50]=[CH:51]\[CH2:52]/[CH:53]=[CH:54]\[CH2:55]/[CH:56]=[CH:57]\[CH2:58]/[CH:59]=[CH:60]\[CH2:61]/[CH:62]=[CH:63]\[CH2:64][CH3:65].C(O)(=O)CCC/C=C\C/C=C\C/C=C\C/C=C\C/C=C\CC. (3) Given the product [F:22][C:19]1[CH:18]=[CH:17][C:16]([CH:14]([OH:15])[C:11]2([C:23]#[N:24])[CH2:10][CH2:9][NH:8][CH2:13][CH2:12]2)=[CH:21][CH:20]=1, predict the reactants needed to synthesize it. The reactants are: C(OC([N:8]1[CH2:13][CH2:12][C:11]([C:23]#[N:24])([CH:14]([C:16]2[CH:21]=[CH:20][C:19]([F:22])=[CH:18][CH:17]=2)[OH:15])[CH2:10][CH2:9]1)=O)(C)(C)C.FC(F)(F)C(O)=O. (4) Given the product [CH3:22][O:23][C:24]1[CH:29]=[C:28]([C:8]2[CH:13]=[CH:12][C:11]([C:14]([C:16]3[CH:21]=[CH:20][N:19]=[CH:18][CH:17]=3)=[O:15])=[CH:10][CH:9]=2)[CH:27]=[CH:26][CH:25]=1, predict the reactants needed to synthesize it. The reactants are: C(=O)([O-])[O-].[Na+].[Na+].Br[C:8]1[CH:13]=[CH:12][C:11]([C:14]([C:16]2[CH:21]=[CH:20][N:19]=[CH:18][CH:17]=2)=[O:15])=[CH:10][CH:9]=1.[CH3:22][O:23][C:24]1[CH:25]=[C:26](B(O)O)[CH:27]=[CH:28][CH:29]=1.C(O)C. (5) Given the product [NH2:41][C:42]1[N:43]=[CH:44][C:45]([C:29]2[CH:28]=[CH:27][C:26]([C:9]3[N:8]([C:5]4[CH:6]=[CH:7][C:2]([Cl:1])=[CH:3][CH:4]=4)[C:16](=[O:17])[C:15]4[N:14]=[CH:13][N:12]([C:18]5[CH:19]=[C:20]([CH:23]=[CH:24][CH:25]=5)[C:21]#[N:22])[C:11]=4[N:10]=3)=[CH:31][CH:30]=2)=[CH:46][CH:47]=1, predict the reactants needed to synthesize it. The reactants are: [Cl:1][C:2]1[CH:7]=[CH:6][C:5]([N:8]2[C:16](=[O:17])[C:15]3[N:14]=[CH:13][N:12]([C:18]4[CH:19]=[C:20]([CH:23]=[CH:24][CH:25]=4)[C:21]#[N:22])[C:11]=3[N:10]=[C:9]2[C:26]2[CH:31]=[CH:30][C:29](B3OC(C)(C)C(C)(C)O3)=[CH:28][CH:27]=2)=[CH:4][CH:3]=1.[NH2:41][C:42]1[CH:47]=[CH:46][C:45](Br)=[CH:44][N:43]=1.C(=O)([O-])[O-].[Cs+].[Cs+]. (6) Given the product [Cl:22][C:23]1[CH:28]=[C:27]([F:29])[CH:26]=[CH:25][C:24]=1[CH2:30][NH:31][C:32](=[O:58])[CH2:33][C:34]1[CH:38]=[N:37][NH:36][CH:35]=1, predict the reactants needed to synthesize it. The reactants are: CC1C(CC(OCC)=O)=C(C)N(CC(OC(C)(C)C)=O)N=1.[Cl:22][C:23]1[CH:28]=[C:27]([F:29])[CH:26]=[CH:25][C:24]=1[CH2:30][NH:31][C:32](=[O:58])[CH2:33][C:34]1[CH:35]=[N:36][N:37](C(C2C=CC=CC=2)(C2C=CC=CC=2)C2C=CC=CC=2)[CH:38]=1.O.C(=O)([O-])[O-].[K+].[K+].